This data is from Reaction yield outcomes from USPTO patents with 853,638 reactions. The task is: Predict the reaction yield, written as a fraction of the theoretical maximum amount of product (1.0 means a 100% yield; for example, 0.34 means a 34% yield). (1) The reactants are Cl.C(OC(=O)[NH:8][CH2:9][C:10]([N:12]1[CH2:17][CH2:16][N:15]([C:18](=[O:27])[C:19]2[CH:24]=[C:23]([Cl:25])[CH:22]=[CH:21][C:20]=2[Cl:26])[CH2:14][CH2:13]1)=[O:11])(C)(C)C. The catalyst is O1CCOCC1. The product is [ClH:25].[NH2:8][CH2:9][C:10]([N:12]1[CH2:17][CH2:16][N:15]([C:18](=[O:27])[C:19]2[CH:24]=[C:23]([Cl:25])[CH:22]=[CH:21][C:20]=2[Cl:26])[CH2:14][CH2:13]1)=[O:11]. The yield is 0.789. (2) The reactants are O1CCOCC1.O.C([O:14][C@@H:15]1[C:20]([C:21]2[CH:26]=[CH:25][C:24]([F:27])=[CH:23][CH:22]=2)=[CH:19][CH2:18][NH:17][CH2:16]1)(=O)C(C)(C)C.O.[OH-].[Li+]. The catalyst is C(OCC)(=O)C. The product is [F:27][C:24]1[CH:25]=[CH:26][C:21]([C:20]2[C@@H:15]([OH:14])[CH2:16][NH:17][CH2:18][CH:19]=2)=[CH:22][CH:23]=1. The yield is 0.740. (3) The reactants are [CH:1]12[O:8][CH:7]1[CH2:6][CH2:5][N:4]([C:9]([O:11][CH2:12][C:13]1[CH:18]=[CH:17][CH:16]=[CH:15][CH:14]=1)=[O:10])[CH2:3][CH2:2]2.O.CN(C=O)C.[N-:25]=[N+:26]=[N-:27].[Na+]. The catalyst is CC(C)=O. The product is [N:25]([CH:1]1[CH:7]([OH:8])[CH2:6][CH2:5][N:4]([C:9]([O:11][CH2:12][C:13]2[CH:18]=[CH:17][CH:16]=[CH:15][CH:14]=2)=[O:10])[CH2:3][CH2:2]1)=[N+:26]=[N-:27]. The yield is 0.910. (4) The reactants are [N:1]1([C:6]2[CH:13]=[CH:12][C:9]([CH:10]=O)=[CH:8][C:7]=2[C:14]2[S:15][CH:16]=[CH:17][CH:18]=2)[CH2:5][CH2:4][CH2:3][CH2:2]1.[C:19]([C:22]1[CH:30]=[CH:29][C:25]([C:26]([OH:28])=[O:27])=[CH:24][CH:23]=1)(=[O:21])[CH3:20].[OH-].[Na+]. The catalyst is CN(C)C=O.O. The product is [N:1]1([C:6]2[CH:13]=[CH:12][C:9](/[CH:10]=[CH:20]/[C:19]([C:22]3[CH:30]=[CH:29][C:25]([C:26]([OH:28])=[O:27])=[CH:24][CH:23]=3)=[O:21])=[CH:8][C:7]=2[C:14]2[S:15][CH:16]=[CH:17][CH:18]=2)[CH2:5][CH2:4][CH2:3][CH2:2]1. The yield is 0.130.